From a dataset of Full USPTO retrosynthesis dataset with 1.9M reactions from patents (1976-2016). Predict the reactants needed to synthesize the given product. Given the product [O:16]1[CH:17]=[CH:18][CH:19]=[C:15]1[C:10]1[N:11]=[C:12]([N:14]=[C:20]=[O:21])[S:13][C:9]=1[C:7]([C:2]1[CH:3]=[CH:4][CH:5]=[CH:6][N:1]=1)=[O:8], predict the reactants needed to synthesize it. The reactants are: [N:1]1[CH:6]=[CH:5][CH:4]=[CH:3][C:2]=1[C:7]([C:9]1[S:13][C:12]([NH2:14])=[N:11][C:10]=1[C:15]1[O:16][CH:17]=[CH:18][CH:19]=1)=[O:8].[C:20](N1C=CN=C1)(N1C=CN=C1)=[O:21].CCCCCC.